Dataset: Catalyst prediction with 721,799 reactions and 888 catalyst types from USPTO. Task: Predict which catalyst facilitates the given reaction. (1) Reactant: [C:1]([N:4]1[CH2:13][CH2:12][C:11]2[N:10]=[CH:9][C:8]([N+:14]([O-])=O)=[CH:7][C:6]=2[CH2:5]1)(=[O:3])[CH3:2]. Product: [C:1]([N:4]1[CH2:13][CH2:12][C:11]2[N:10]=[CH:9][C:8]([NH2:14])=[CH:7][C:6]=2[CH2:5]1)(=[O:3])[CH3:2]. The catalyst class is: 19. (2) Reactant: [C:1]([C:3]1[C:4]([N:26]2[CH2:35][CH2:34][C:29]3([CH2:33][NH:32][CH2:31][CH2:30]3)[CH2:28][CH2:27]2)=[CH:5][C:6]([NH:9][C:10]([N:12]2[C:21]3[C:16](=[CH:17][C:18]([CH2:24][OH:25])=[C:19]([CH:22]=[O:23])[N:20]=3)[CH2:15][CH2:14][CH2:13]2)=[O:11])=[N:7][CH:8]=1)#[N:2].C=O.[CH3:38]C(O)=O.C(O[BH-](OC(=O)C)OC(=O)C)(=O)C.[Na+].C([O-])(O)=O.[Na+]. Product: [C:1]([C:3]1[C:4]([N:26]2[CH2:27][CH2:28][C:29]3([CH2:33][N:32]([CH3:38])[CH2:31][CH2:30]3)[CH2:34][CH2:35]2)=[CH:5][C:6]([NH:9][C:10]([N:12]2[C:21]3[C:16](=[CH:17][C:18]([CH2:24][OH:25])=[C:19]([CH:22]=[O:23])[N:20]=3)[CH2:15][CH2:14][CH2:13]2)=[O:11])=[N:7][CH:8]=1)#[N:2]. The catalyst class is: 2.